Dataset: Catalyst prediction with 721,799 reactions and 888 catalyst types from USPTO. Task: Predict which catalyst facilitates the given reaction. The catalyst class is: 106. Product: [C:18]1([S:24]([CH:14]([C:11]2[CH:12]=[C:13]3[C:8](=[CH:9][CH:10]=2)[NH:7][C:6]2[N:1]=[CH:2][CH:3]=[CH:4][C:5]3=2)[CH3:15])(=[O:26])=[O:25])[CH:23]=[CH:22][CH:21]=[CH:20][CH:19]=1. Reactant: [N:1]1[C:6]2[NH:7][C:8]3[C:13]([C:5]=2[CH:4]=[CH:3][CH:2]=1)=[CH:12][C:11]([CH:14](O)[CH3:15])=[CH:10][CH:9]=3.[Na+].[C:18]1([S:24]([O-:26])=[O:25])[CH:23]=[CH:22][CH:21]=[CH:20][CH:19]=1.